Task: Predict the reaction yield, written as a fraction of the theoretical maximum amount of product (1.0 means a 100% yield; for example, 0.34 means a 34% yield).. Dataset: Reaction yield outcomes from USPTO patents with 853,638 reactions (1) The product is [CH2:22]([O:29][N:30]1[C:36](=[O:37])[N:35]2[CH2:38][C@H:31]1[CH2:32][CH2:33][C@H:34]2[C:39]1[O:40][C:43]([CH2:44][CH2:45][CH2:46][NH:47][C:48](=[O:54])[O:49][C:50]([CH3:52])([CH3:53])[CH3:51])=[N:42][N:41]=1)[C:23]1[CH:28]=[CH:27][CH:26]=[CH:25][CH:24]=1. The catalyst is C(Cl)Cl. The yield is 0.860. The reactants are C1C=CC(P(C2C=CC=CC=2)C2C=CC=CC=2)=CC=1.II.[CH2:22]([O:29][N:30]1[C:36](=[O:37])[N:35]2[CH2:38][C@H:31]1[CH2:32][CH2:33][C@H:34]2[C:39]([NH:41][NH:42][C:43](=O)[CH2:44][CH2:45][CH2:46][NH:47][C:48](=[O:54])[O:49][C:50]([CH3:53])([CH3:52])[CH3:51])=[O:40])[C:23]1[CH:28]=[CH:27][CH:26]=[CH:25][CH:24]=1. (2) The reactants are C(N(C(C)C)C(C)C)C.[Cl:10][C:11]1[CH:31]=[CH:30][CH:29]=[CH:28][C:12]=1[C:13]([NH:15][C@H:16]1[C:24]2[C:19](=[CH:20][CH:21]=[C:22]([C:25](O)=[O:26])[CH:23]=2)[CH2:18][CH2:17]1)=[O:14].O.ON1C2C=CC=CC=2N=N1.[CH2:43]1[C:48]2([CH2:53][CH2:52][N:51]([C:54]([O:56][C:57]([CH3:60])([CH3:59])[CH3:58])=[O:55])[CH2:50][CH2:49]2)[CH2:47][CH2:46][CH2:45][NH:44]1. The catalyst is C(Cl)Cl. The product is [Cl:10][C:11]1[CH:31]=[CH:30][CH:29]=[CH:28][C:12]=1[C:13]([NH:15][C@H:16]1[C:24]2[C:19](=[CH:20][CH:21]=[C:22]([C:25]([N:44]3[CH2:45][CH2:46][CH2:47][C:48]4([CH2:49][CH2:50][N:51]([C:54]([O:56][C:57]([CH3:60])([CH3:59])[CH3:58])=[O:55])[CH2:52][CH2:53]4)[CH2:43]3)=[O:26])[CH:23]=2)[CH2:18][CH2:17]1)=[O:14]. The yield is 0.700. (3) The reactants are Br[C:2]1[CH:3]=[C:4]([O:10][C:11]2[C:12]([F:28])=[C:13]([CH2:18][NH:19][C:20]([C:22]3[NH:26][CH:25]=[N:24][C:23]=3[Cl:27])=[O:21])[CH:14]=[CH:15][C:16]=2[Cl:17])[CH:5]=[C:6]([C:8]#[N:9])[CH:7]=1.[CH:29]#[C:30][CH3:31]. The catalyst is C1COCC1.[Cu]I. The product is [Cl:27][C:23]1[N:24]=[CH:25][NH:26][C:22]=1[C:20]([NH:19][CH2:18][C:13]1[CH:14]=[CH:15][C:16]([Cl:17])=[C:11]([O:10][C:4]2[CH:3]=[C:2]([C:29]#[C:30][CH3:31])[CH:7]=[C:6]([C:8]#[N:9])[CH:5]=2)[C:12]=1[F:28])=[O:21]. The yield is 0.450. (4) The reactants are [Si]([O:8][C@H:9]([CH3:34])[C@@H:10]([NH:23][C:24]1[CH:31]=[CH:30][C:27]([C:28]#[N:29])=[C:26]([Cl:32])[C:25]=1[CH3:33])[C:11]1[S:12][C:13]([C:16]2[CH:21]=[CH:20][C:19]([F:22])=[CH:18][CH:17]=2)=[N:14][N:15]=1)(C(C)(C)C)(C)C.[F-].C([N+](CCCC)(CCCC)CCCC)CCC. No catalyst specified. The product is [Cl:32][C:26]1[C:25]([CH3:33])=[C:24]([NH:23][C@@H:10]([C:11]2[S:12][C:13]([C:16]3[CH:17]=[CH:18][C:19]([F:22])=[CH:20][CH:21]=3)=[N:14][N:15]=2)[C@H:9]([OH:8])[CH3:34])[CH:31]=[CH:30][C:27]=1[C:28]#[N:29]. The yield is 0.500. (5) The yield is 0.530. The product is [ClH:36].[F:1][C:2]1[C:7]([CH3:8])=[CH:6][C:5]2[N:9]([CH:10]3[CH2:15][CH2:14][N:13]([C@H:16]4[CH2:21][CH2:20][C@H:19]([O:22][CH2:23][CH2:24][CH3:25])[CH2:18][CH2:17]4)[CH2:12][CH2:11]3)[C:37](=[O:39])[NH:26][C:4]=2[CH:3]=1. The catalyst is ClCCl.O. The reactants are [F:1][C:2]1[CH:3]=[C:4]([NH2:26])[C:5]([NH:9][CH:10]2[CH2:15][CH2:14][N:13]([C@H:16]3[CH2:21][CH2:20][C@H:19]([O:22][CH2:23][CH2:24][CH3:25])[CH2:18][CH2:17]3)[CH2:12][CH2:11]2)=[CH:6][C:7]=1[CH3:8].C(N(C(C)C)CC)(C)C.[Cl:36][C:37](Cl)([O:39]C(=O)OC(Cl)(Cl)Cl)Cl.C([O-])(O)=O.[Na+]. (6) The catalyst is C1COCC1.CN(C)C1C=CN=CC=1.C(Cl)Cl. The yield is 0.250. The product is [NH2:8][C:6]1[N:5]=[C:4]([NH:9][S:24]([C:21]2[CH:20]=[CH:19][C:18]([C:15]3[CH:16]=[CH:17][C:12]([C:10]#[N:11])=[CH:13][CH:14]=3)=[CH:23][CH:22]=2)(=[O:26])=[O:25])[CH:3]=[C:2]([CH3:1])[CH:7]=1. The reactants are [CH3:1][C:2]1[CH:7]=[C:6]([NH2:8])[N:5]=[C:4]([NH2:9])[CH:3]=1.[C:10]([C:12]1[CH:17]=[CH:16][C:15]([C:18]2[CH:23]=[CH:22][C:21]([S:24](Cl)(=[O:26])=[O:25])=[CH:20][CH:19]=2)=[CH:14][CH:13]=1)#[N:11].